Task: Regression/Classification. Given a drug SMILES string, predict its toxicity properties. Task type varies by dataset: regression for continuous values (e.g., LD50, hERG inhibition percentage) or binary classification for toxic/non-toxic outcomes (e.g., AMES mutagenicity, cardiotoxicity, hepatotoxicity). Dataset: herg_karim.. Dataset: hERG potassium channel inhibition data for cardiac toxicity prediction from Karim et al. (1) The compound is C[C@@H]1CCCN1CCc1ccc(-c2ccc(S(=O)(=O)NCc3ccccc3)cc2)cc1. The result is 1 (blocker). (2) The molecule is O=C(NCc1ccc(OCC(F)(F)F)nc1)C1c2ccccc2C(=O)N1CCc1ccccn1. The result is 0 (non-blocker).